From a dataset of Reaction yield outcomes from USPTO patents with 853,638 reactions. Predict the reaction yield, written as a fraction of the theoretical maximum amount of product (1.0 means a 100% yield; for example, 0.34 means a 34% yield). (1) The reactants are C(OC(=O)[NH:7][C:8]1([C:12]2[CH:17]=[CH:16][C:15]([C:18]3[C:27]([C:28]4[CH:33]=[CH:32][CH:31]=[CH:30][CH:29]=4)=[CH:26][C:25]4[C:24]5=[N:34][NH:35][C:36]([NH:37][CH3:38])=[C:23]5[CH2:22][CH2:21][C:20]=4[N:19]=3)=[CH:14][CH:13]=2)[CH2:11][CH2:10][CH2:9]1)(C)(C)C. The catalyst is C(O)(C(F)(F)F)=O. The product is [NH2:7][C:8]1([C:12]2[CH:13]=[CH:14][C:15]([C:18]3[C:27]([C:28]4[CH:29]=[CH:30][CH:31]=[CH:32][CH:33]=4)=[CH:26][C:25]4[C:24]5=[N:34][NH:35][C:36]([NH:37][CH3:38])=[C:23]5[CH2:22][CH2:21][C:20]=4[N:19]=3)=[CH:16][CH:17]=2)[CH2:11][CH2:10][CH2:9]1. The yield is 0.530. (2) The reactants are [Br:1][C:2]1[CH:11]=[C:10]2[C:5]([CH:6]=[N:7][NH:8][C:9]2=O)=[CH:4][CH:3]=1.C(#N)C.P(Cl)(Cl)([Cl:18])=O. The catalyst is ClCCl. The product is [Br:1][C:2]1[CH:11]=[C:10]2[C:5]([CH:6]=[N:7][N:8]=[C:9]2[Cl:18])=[CH:4][CH:3]=1. The yield is 0.910.